Dataset: Catalyst prediction with 721,799 reactions and 888 catalyst types from USPTO. Task: Predict which catalyst facilitates the given reaction. (1) Reactant: [C:1]([O:5][C:6]([N:8]1[CH2:11][CH:10]([CH2:12][OH:13])[CH2:9]1)=[O:7])([CH3:4])([CH3:3])[CH3:2].C(N(CC)CC)C.[CH3:21][S:22](Cl)(=[O:24])=[O:23]. Product: [C:1]([O:5][C:6]([N:8]1[CH2:11][CH:10]([CH2:12][O:13][S:22]([CH3:21])(=[O:24])=[O:23])[CH2:9]1)=[O:7])([CH3:4])([CH3:3])[CH3:2]. The catalyst class is: 2. (2) Reactant: C(OC(=O)[NH:10][C:11]1[CH:16]=[N:15][C:14]([N:17]([CH2:19][CH2:20][O:21][CH3:22])[CH3:18])=[CH:13][N:12]=1)C1C=CC=CC=1. Product: [CH3:22][O:21][CH2:20][CH2:19][N:17]([CH3:18])[C:14]1[CH:13]=[N:12][C:11]([NH2:10])=[CH:16][N:15]=1. The catalyst class is: 403.